This data is from Forward reaction prediction with 1.9M reactions from USPTO patents (1976-2016). The task is: Predict the product of the given reaction. (1) Given the reactants [N+:1]([C:4]1[CH:5]=[C:6]([NH:18][C:19](=[O:30])[C:20]2[CH:25]=[CH:24][CH:23]=[C:22]([C:26]([F:29])([F:28])[F:27])[CH:21]=2)[CH:7]=[CH:8][C:9]=1[S:10][C:11]1[CH:16]=[CH:15][C:14]([CH3:17])=[CH:13][CH:12]=1)([O-])=O.[NH4+].[Cl-], predict the reaction product. The product is: [NH2:1][C:4]1[CH:5]=[C:6]([NH:18][C:19](=[O:30])[C:20]2[CH:25]=[CH:24][CH:23]=[C:22]([C:26]([F:29])([F:27])[F:28])[CH:21]=2)[CH:7]=[CH:8][C:9]=1[S:10][C:11]1[CH:12]=[CH:13][C:14]([CH3:17])=[CH:15][CH:16]=1. (2) The product is: [CH2:7]([O:9][C:10](=[O:23])[N:11]([CH2:25][C:26]1[CH:33]=[CH:32][CH:31]=[C:28]([C:29]#[N:30])[CH:27]=1)[C:12]1[CH:17]=[C:16]([Br:18])[N:15]=[C:14]([Br:19])[C:13]=1[N+:20]([O-:22])=[O:21])[CH3:8]. Given the reactants C(=O)([O-])[O-].[K+].[K+].[CH2:7]([O:9][C:10](=[O:23])[NH:11][C:12]1[CH:17]=[C:16]([Br:18])[N:15]=[C:14]([Br:19])[C:13]=1[N+:20]([O-:22])=[O:21])[CH3:8].Cl[CH2:25][C:26]1[CH:27]=[C:28]([CH:31]=[CH:32][CH:33]=1)[C:29]#[N:30].[I-].[Na+], predict the reaction product. (3) Given the reactants [CH3:1][O:2][C:3]1[CH:4]=[C:5]([OH:11])[CH:6]=[CH:7][C:8]=1[O:9][CH3:10].[CH2:12]([CH:14]1[O:16][CH2:15]1)Cl, predict the reaction product. The product is: [CH3:1][O:2][C:3]1[CH:4]=[C:5]([CH:6]=[CH:7][C:8]=1[O:9][CH3:10])[O:11][CH2:12][CH:14]1[CH2:15][O:16]1. (4) Given the reactants C([O:3][C:4]([C:6]1[CH:7]=[N:8][N:9]([C:12]2[C:17]([Cl:18])=[CH:16][C:15]([C:19]([F:22])([F:21])[F:20])=[CH:14][C:13]=2[Cl:23])[C:10]=1[CH3:11])=[O:5])C.[OH-].[Na+], predict the reaction product. The product is: [Cl:18][C:17]1[CH:16]=[C:15]([C:19]([F:22])([F:20])[F:21])[CH:14]=[C:13]([Cl:23])[C:12]=1[N:9]1[C:10]([CH3:11])=[C:6]([C:4]([OH:5])=[O:3])[CH:7]=[N:8]1. (5) Given the reactants Cl[CH2:2][C@H:3]([OH:6])[CH2:4][OH:5].Cl[CH2:8][C@@H:9]([OH:12])[CH2:10][OH:11], predict the reaction product. The product is: [CH3:8][C:9]1([CH3:10])[O:6][C@@H:3]([CH2:4][OH:5])[CH2:2][O:12]1.[CH3:2][C:3]1([CH3:4])[O:12][C@H:9]([CH2:10][OH:11])[CH2:8][O:6]1.